The task is: Predict the product of the given reaction.. This data is from Forward reaction prediction with 1.9M reactions from USPTO patents (1976-2016). (1) The product is: [CH2:1]([N:8]1[C:16]2[C:11](=[CH:12][C:13]([OH:17])=[CH:14][CH:15]=2)[CH:10]=[CH:9]1)[C:2]1[CH:3]=[CH:4][CH:5]=[CH:6][CH:7]=1. Given the reactants [CH2:1]([N:8]1[C:16]2[C:11](=[CH:12][C:13]([O:17]CC3C=CC=CC=3)=[CH:14][CH:15]=2)[CH:10]=[CH:9]1)[C:2]1[CH:7]=[CH:6][CH:5]=[CH:4][CH:3]=1, predict the reaction product. (2) Given the reactants [OH:1][C:2]1[CH:24]=[CH:23][C:5]([CH2:6][C:7]([CH3:22])([CH2:13][CH2:14][CH2:15][C:16]2[CH:21]=[CH:20][CH:19]=[CH:18][CH:17]=2)[C:8]([O:10][CH2:11][CH3:12])=[O:9])=[CH:4][CH:3]=1.Br[CH2:26][CH2:27][O:28][CH:29]1[CH2:34][CH2:33][CH2:32][CH2:31][O:30]1.C(=O)([O-])[O-].[K+].[K+], predict the reaction product. The product is: [CH3:22][C:7]([CH2:13][CH2:14][CH2:15][C:16]1[CH:21]=[CH:20][CH:19]=[CH:18][CH:17]=1)([CH2:6][C:5]1[CH:4]=[CH:3][C:2]([O:1][CH2:26][CH2:27][O:28][CH:29]2[CH2:34][CH2:33][CH2:32][CH2:31][O:30]2)=[CH:24][CH:23]=1)[C:8]([O:10][CH2:11][CH3:12])=[O:9]. (3) The product is: [C:5]([C:9]1[CH:32]=[CH:31][C:12]([CH2:13][N:14]2[C:22]3[C:17](=[CH:18][C:19]([OH:23])=[CH:20][CH:21]=3)[C:16]3[C:25](=[O:30])[C:26](=[O:29])[O:27][CH2:28][C:15]2=3)=[CH:11][CH:10]=1)([CH3:8])([CH3:6])[CH3:7]. Given the reactants B(Br)(Br)Br.[C:5]([C:9]1[CH:32]=[CH:31][C:12]([CH2:13][N:14]2[C:22]3[C:17](=[CH:18][C:19]([O:23]C)=[CH:20][CH:21]=3)[C:16]3[C:25](=[O:30])[C:26](=[O:29])[O:27][CH2:28][C:15]2=3)=[CH:11][CH:10]=1)([CH3:8])([CH3:7])[CH3:6], predict the reaction product. (4) The product is: [N:10]([CH2:8][C:5]1[N:4]=[N:3][C:2]([Cl:1])=[CH:7][CH:6]=1)=[N+:11]=[N-:12]. Given the reactants [Cl:1][C:2]1[N:3]=[N:4][C:5]([CH2:8]Cl)=[CH:6][CH:7]=1.[N-:10]=[N+:11]=[N-:12].[Na+].O, predict the reaction product. (5) The product is: [CH3:1][NH:3][C:4]1[CH:13]=[C:12]2[C:7]([CH2:8][CH2:9][CH:10]([CH2:14][OH:15])[O:11]2)=[CH:6][CH:5]=1. Given the reactants [CH:1]([NH:3][C:4]1[CH:13]=[C:12]2[C:7]([CH2:8][CH2:9][CH:10]([C:14](OCC)=[O:15])[O:11]2)=[CH:6][CH:5]=1)=O.[H-].[Al+3].[Li+].[H-].[H-].[H-], predict the reaction product. (6) Given the reactants Br[C:2]1[N:12]=[CH:11][CH:10]=[C:9]([OH:13])[C:3]=1[C:4]([O:6][CH2:7][CH3:8])=[O:5].[O:14]1[CH2:18][CH2:17][CH2:16][CH:15]1[CH2:19]O.[C:21]1(P(C2C=CC=CC=2)C2C=CC=CC=2)C=CC=C[CH:22]=1.N(C(OC(C)C)=O)=NC(OC(C)C)=O, predict the reaction product. The product is: [O:14]1[CH2:18][CH2:17][CH2:16][CH:15]1[CH2:19][O:13][C:9]1[C:3]([C:4]([O:6][CH2:7][CH3:8])=[O:5])=[C:2]([CH:21]=[CH2:22])[N:12]=[CH:11][CH:10]=1. (7) Given the reactants BrCCC[O:5][C:6](=[O:19])[C@@H:7]1[CH2:11][CH2:10][CH2:9][N:8]1[C:12]([O:14][C:15]([CH3:18])([CH3:17])[CH3:16])=[O:13], predict the reaction product. The product is: [C:12]([N:8]1[CH2:9][CH2:10][CH2:11][C@H:7]1[C:6]([OH:19])=[O:5])([O:14][C:15]([CH3:18])([CH3:17])[CH3:16])=[O:13]. (8) Given the reactants [ClH:1].[NH2:2][CH:3]1[CH2:8][CH2:7][N:6]([CH2:9][CH2:10][N:11]2[C:20]3[C:15](=[N:16][CH:17]=[C:18]([O:21][CH3:22])[CH:19]=3)[CH:14]=[CH:13][C:12]2=[O:23])[CH2:5][CH2:4]1.[N:24]1[C:33]2[CH2:32][CH2:31][CH2:30][CH2:29][C:28]=2[N:27]=[CH:26][C:25]=1[CH:34]=O.C(O[BH-](OC(=O)C)OC(=O)C)(=O)C.[Na+].C(=O)([O-])O.[Na+].[OH-].[Na+], predict the reaction product. The product is: [ClH:1].[CH3:22][O:21][C:18]1[CH:19]=[C:20]2[C:15]([CH:14]=[CH:13][C:12](=[O:23])[N:11]2[CH2:10][CH2:9][N:6]2[CH2:5][CH2:4][CH:3]([NH:2][CH2:34][C:25]3[CH:26]=[N:27][C:28]4[CH2:29][CH2:30][CH2:31][CH2:32][C:33]=4[N:24]=3)[CH2:8][CH2:7]2)=[N:16][CH:17]=1.